Task: Predict the reactants needed to synthesize the given product.. Dataset: Full USPTO retrosynthesis dataset with 1.9M reactions from patents (1976-2016) (1) The reactants are: [OH:1][CH:2]1[CH2:5][N:4]([C:6](=O)[C@:7]([NH:12][C:13](=O)OC(C)(C)C)([CH3:11])[CH:8]([CH3:10])[CH3:9])[CH2:3]1.[H-].[H-].[H-].[H-].[Li+].[Al+3]. Given the product [CH3:11][C@:7]([NH:12][CH3:13])([CH:8]([CH3:10])[CH3:9])[CH2:6][N:4]1[CH2:3][CH:2]([OH:1])[CH2:5]1, predict the reactants needed to synthesize it. (2) Given the product [CH2:29]([NH:36][C:37]1[CH:42]=[CH:41][N:40]=[C:39]([C:9]2[C:17]3[C:12](=[N:13][CH:14]=[CH:15][CH:16]=3)[NH:11][CH:10]=2)[N:38]=1)[C:30]1[CH:31]=[CH:32][CH:33]=[CH:34][CH:35]=1, predict the reactants needed to synthesize it. The reactants are: CC1(C)C(C)(C)OB([C:9]2[C:17]3[C:12](=[N:13][CH:14]=[CH:15][CH:16]=3)[N:11](S(C3C=CC(C)=CC=3)(=O)=O)[CH:10]=2)O1.[CH2:29]([NH:36][C:37]1[CH:42]=[CH:41][N:40]=[C:39](Cl)[N:38]=1)[C:30]1[CH:35]=[CH:34][CH:33]=[CH:32][CH:31]=1.C([O-])([O-])=O.[Na+].[Na+].CC([O-])(C)C.[Na+]. (3) Given the product [NH2:1][C:2]1[S:3][C:4]2[C:9]([N:10]=1)=[CH:8][CH:7]=[C:6]([C:11]1[CH:12]=[C:13]([CH:19]=[CH:20][CH:21]=1)[C:14]([OH:16])=[O:15])[N:5]=2, predict the reactants needed to synthesize it. The reactants are: [NH2:1][C:2]1[S:3][C:4]2[C:9]([N:10]=1)=[CH:8][CH:7]=[C:6]([C:11]1[CH:12]=[C:13]([CH:19]=[CH:20][CH:21]=1)[C:14]([O:16]CC)=[O:15])[N:5]=2.C1COCC1.O.[OH-].[Li+].Cl. (4) Given the product [ClH:18].[CH2:1]([O:4][CH:5]1[CH2:10][CH2:9][NH:8][CH2:7][CH2:6]1)[C:2]#[CH:3], predict the reactants needed to synthesize it. The reactants are: [CH2:1]([O:4][CH:5]1[CH2:10][CH2:9][N:8](C(OC(C)(C)C)=O)[CH2:7][CH2:6]1)[C:2]#[CH:3].[ClH:18]. (5) Given the product [ClH:1].[CH2:47]([N:25]([CH2:23][CH3:24])[CH2:26][CH2:27][NH:28][C:29]([C:31]1[C:44]2[NH:43][C:42]3[C:37](=[C:38]([I:45])[CH:39]=[CH:40][CH:41]=3)[C:36](=[O:46])[C:35]=2[CH:34]=[CH:33][CH:32]=1)=[O:30])[CH3:48], predict the reactants needed to synthesize it. The reactants are: [ClH:1].C(N(CC)CCNC(C1C=CC2C(=CC=C(I)C=2)C=1)=O)C.[CH2:23]([N:25]([CH2:47][CH3:48])[CH2:26][CH2:27][NH:28][C:29]([C:31]1[C:44]2[NH:43][C:42]3[C:37](=[C:38]([I:45])[CH:39]=[CH:40][CH:41]=3)[C:36](=[O:46])[C:35]=2[CH:34]=[CH:33][CH:32]=1)=[O:30])[CH3:24].[K+].[Br-]. (6) Given the product [OH:14][CH:15]1[CH2:19][O:18][CH2:17][CH:16]1[C:20]([O:22][C:23]([CH3:26])([CH3:25])[CH3:24])=[O:21], predict the reactants needed to synthesize it. The reactants are: C(C1C(C(O)=O)C(=O)CO1)(C)(C)C.[O:14]=[C:15]1[CH2:19][O:18][CH2:17][CH:16]1[C:20]([O:22][C:23]([CH3:26])([CH3:25])[CH3:24])=[O:21].[BH4-].[Na+]. (7) Given the product [CH:1]1([C:4]2[N:8]=[C:7]([C:9]3[C:10]4[CH2:28][CH2:27][C:26]([F:29])([F:30])[CH2:25][C:11]=4[S:12][C:13]=3[NH:14][C:15]([CH:17]3[CH2:21][CH2:20][CH2:31][CH2:19][CH:18]3[C:22]([OH:24])=[O:23])=[O:16])[O:6][N:5]=2)[CH2:3][CH2:2]1, predict the reactants needed to synthesize it. The reactants are: [CH:1]1([C:4]2[N:8]=[C:7]([C:9]3[C:10]4[CH2:28][CH2:27][C:26]([F:30])([F:29])[CH2:25][C:11]=4[S:12][C:13]=3[NH:14][C:15]([C:17]3[CH2:21][CH2:20][CH2:19][C:18]=3[C:22]([OH:24])=[O:23])=[O:16])[O:6][N:5]=2)[CH2:3][CH2:2]1.[C@@H:31]12C(=O)OC(=O)[C@H]1CCCC2. (8) Given the product [CH2:1]([O:3][C:4]([C:6]1[CH:22]=[CH:21][C:9]2[N:10]([C:13]3[CH:18]=[CH:17][CH:16]=[C:15]([CH2:19][NH:34][CH2:33][C:32]4[CH:35]=[CH:36][C:37]([F:38])=[C:30]([F:29])[CH:31]=4)[CH:14]=3)[CH:11]=[N:12][C:8]=2[CH:7]=1)=[O:5])[CH3:2], predict the reactants needed to synthesize it. The reactants are: [CH2:1]([O:3][C:4]([C:6]1[CH:22]=[CH:21][C:9]2[N:10]([C:13]3[CH:18]=[CH:17][CH:16]=[C:15]([CH2:19]O)[CH:14]=3)[CH:11]=[N:12][C:8]=2[CH:7]=1)=[O:5])[CH3:2].C(=O)([O-])[O-].[K+].[K+].[F:29][C:30]1[CH:31]=[C:32]([CH:35]=[CH:36][C:37]=1[F:38])[CH2:33][NH2:34]. (9) Given the product [NH2:1][C:2]1[C:11]2[C:6](=[CH:7][CH:8]=[C:9]([C:12]3[S:16][C:15]([CH2:17][NH:18][C:19]4[N:20]=[CH:21][C:22]([C:46]#[C:45][Si:42]([CH3:44])([CH3:43])[CH3:41])=[CH:23][C:24]=4[C:25]([NH:27][CH2:28][C:29]4[CH:34]=[CH:33][C:32]([F:35])=[C:31]([F:36])[CH:30]=4)=[O:26])=[CH:14][CH:13]=3)[CH:10]=2)[N:5]=[CH:4][N:3]=1, predict the reactants needed to synthesize it. The reactants are: [NH2:1][C:2]1[C:11]2[C:6](=[CH:7][CH:8]=[C:9]([C:12]3[S:16][C:15]([CH2:17][NH:18][C:19]4[C:24]([C:25]([NH:27][CH2:28][C:29]5[CH:34]=[CH:33][C:32]([F:35])=[C:31]([F:36])[CH:30]=5)=[O:26])=[CH:23][C:22](Br)=[CH:21][N:20]=4)=[CH:14][CH:13]=3)[CH:10]=2)[N:5]=[CH:4][N:3]=1.C(#N)C.[CH3:41][Si:42]([C:45]#[CH:46])([CH3:44])[CH3:43].C(N(CC)CC)C. (10) The reactants are: [Br:1][C:2]1[CH:7]=[C:6]([F:8])[C:5]([CH2:9][C:10]([NH2:12])=[O:11])=[C:4]([F:13])[CH:3]=1.[Br:14]N1C(=O)CCC1=O.N(C(C)(C)C#N)=NC(C)(C)C#N. Given the product [Br:14][CH:9]([C:5]1[C:4]([F:13])=[CH:3][C:2]([Br:1])=[CH:7][C:6]=1[F:8])[C:10]([NH2:12])=[O:11], predict the reactants needed to synthesize it.